From a dataset of NCI-60 drug combinations with 297,098 pairs across 59 cell lines. Regression. Given two drug SMILES strings and cell line genomic features, predict the synergy score measuring deviation from expected non-interaction effect. Drug 1: C1C(C(OC1N2C=C(C(=O)NC2=O)F)CO)O. Drug 2: COC1=NC(=NC2=C1N=CN2C3C(C(C(O3)CO)O)O)N. Cell line: OVCAR-5. Synergy scores: CSS=1.93, Synergy_ZIP=2.89, Synergy_Bliss=7.00, Synergy_Loewe=-1.28, Synergy_HSA=2.16.